Dataset: Peptide-MHC class II binding affinity with 134,281 pairs from IEDB. Task: Regression. Given a peptide amino acid sequence and an MHC pseudo amino acid sequence, predict their binding affinity value. This is MHC class II binding data. (1) The peptide sequence is AFKVAATTANAAPAN. The MHC is DRB1_0901 with pseudo-sequence DRB1_0901. The binding affinity (normalized) is 0.638. (2) The peptide sequence is IRQLERLLQAVVGAG. The MHC is DRB1_0401 with pseudo-sequence DRB1_0401. The binding affinity (normalized) is 0.0238. (3) The peptide sequence is APEDKYEAFVLHFSE. The MHC is DRB1_1602 with pseudo-sequence DRB1_1602. The binding affinity (normalized) is 0.282.